This data is from Forward reaction prediction with 1.9M reactions from USPTO patents (1976-2016). The task is: Predict the product of the given reaction. Given the reactants C([O:3][C:4](=[O:46])[C:5]1[CH:10]=[CH:9][C:8]([O:11][CH2:12][CH2:13][CH2:14][C:15]2[CH:20]=[CH:19][C:18]([O:21][CH2:22][C:23]3[CH:28]=[CH:27][C:26]([O:29][CH:30]([CH3:32])[CH3:31])=[CH:25][CH:24]=3)=[CH:17][CH:16]=2)=[C:7]([CH2:33][C:34]([NH:36][C@H:37]2[CH2:41][CH2:40][C@@H:39]([C:42]([O:44]C)=[O:43])[CH2:38]2)=[O:35])[CH:6]=1)C.[OH-].[Na+], predict the reaction product. The product is: [C:42]([C@@H:39]1[CH2:40][CH2:41][C@H:37]([NH:36][C:34](=[O:35])[CH2:33][C:7]2[CH:6]=[C:5]([CH:10]=[CH:9][C:8]=2[O:11][CH2:12][CH2:13][CH2:14][C:15]2[CH:16]=[CH:17][C:18]([O:21][CH2:22][C:23]3[CH:24]=[CH:25][C:26]([O:29][CH:30]([CH3:31])[CH3:32])=[CH:27][CH:28]=3)=[CH:19][CH:20]=2)[C:4]([OH:46])=[O:3])[CH2:38]1)([OH:44])=[O:43].